Dataset: NCI-60 drug combinations with 297,098 pairs across 59 cell lines. Task: Regression. Given two drug SMILES strings and cell line genomic features, predict the synergy score measuring deviation from expected non-interaction effect. (1) Drug 1: C1=CC(=C2C(=C1NCCNCCO)C(=O)C3=C(C=CC(=C3C2=O)O)O)NCCNCCO. Drug 2: C1=NC2=C(N=C(N=C2N1C3C(C(C(O3)CO)O)F)Cl)N. Cell line: OVCAR3. Synergy scores: CSS=54.4, Synergy_ZIP=5.95, Synergy_Bliss=7.38, Synergy_Loewe=10.4, Synergy_HSA=11.1. (2) Drug 1: CN(C)N=NC1=C(NC=N1)C(=O)N. Drug 2: CC1C(C(=O)NC(C(=O)N2CCCC2C(=O)N(CC(=O)N(C(C(=O)O1)C(C)C)C)C)C(C)C)NC(=O)C3=C4C(=C(C=C3)C)OC5=C(C(=O)C(=C(C5=N4)C(=O)NC6C(OC(=O)C(N(C(=O)CN(C(=O)C7CCCN7C(=O)C(NC6=O)C(C)C)C)C)C(C)C)C)N)C. Cell line: SK-MEL-2. Synergy scores: CSS=-2.17, Synergy_ZIP=4.37, Synergy_Bliss=8.51, Synergy_Loewe=2.32, Synergy_HSA=4.08. (3) Drug 1: C1=CC=C(C=C1)NC(=O)CCCCCCC(=O)NO. Drug 2: COCCOC1=C(C=C2C(=C1)C(=NC=N2)NC3=CC=CC(=C3)C#C)OCCOC.Cl. Cell line: A498. Synergy scores: CSS=10.4, Synergy_ZIP=-2.20, Synergy_Bliss=-0.931, Synergy_Loewe=-3.36, Synergy_HSA=-1.86. (4) Drug 1: CC=C1C(=O)NC(C(=O)OC2CC(=O)NC(C(=O)NC(CSSCCC=C2)C(=O)N1)C(C)C)C(C)C. Drug 2: CCC1(C2=C(COC1=O)C(=O)N3CC4=CC5=C(C=CC(=C5CN(C)C)O)N=C4C3=C2)O.Cl. Cell line: NCIH23. Synergy scores: CSS=46.7, Synergy_ZIP=3.23, Synergy_Bliss=3.07, Synergy_Loewe=-7.87, Synergy_HSA=4.47.